Dataset: Cav3 T-type calcium channel HTS with 100,875 compounds. Task: Binary Classification. Given a drug SMILES string, predict its activity (active/inactive) in a high-throughput screening assay against a specified biological target. The compound is s1c2CC(CCc2c(c1NC(=O)c1c(noc1C)c1ccccc1)C#N)C. The result is 0 (inactive).